This data is from Full USPTO retrosynthesis dataset with 1.9M reactions from patents (1976-2016). The task is: Predict the reactants needed to synthesize the given product. (1) Given the product [N:31]1[C:40]2[C:35](=[CH:36][CH:37]=[CH:38][CH:39]=2)[C:34]([C:41]([NH:1][C:2]2[CH:3]=[CH:4][C:5]([CH2:6][C@@H:7]([C:26]([OH:28])=[O:27])[NH2:8])=[CH:29][CH:30]=2)=[O:42])=[CH:33][CH:32]=1, predict the reactants needed to synthesize it. The reactants are: [NH2:1][C:2]1[CH:30]=[CH:29][C:5]([CH2:6][C@@H:7]([C:26]([OH:28])=[O:27])[NH:8]C(OCC2C3C=CC=CC=3C3C2=CC=CC=3)=O)=[CH:4][CH:3]=1.[N:31]1[C:40]2[C:35](=[CH:36][CH:37]=[CH:38][CH:39]=2)[C:34]([C:41](O)=[O:42])=[CH:33][CH:32]=1.F[P-](F)(F)(F)(F)F.N1(O[P+](N(C)C)(N(C)C)N(C)C)C2C=CC=CC=2N=N1.C(N(C(C)C)CC)(C)C. (2) Given the product [ClH:7].[CH3:8][O:9][C:10]1[CH:11]=[C:12]([CH2:18][CH2:19][NH:20][C:21]2[N:26]=[C:25]([C:27]3[CH:28]=[C:29]([NH:33][C:34](=[O:40])[CH2:35][CH2:36][N:37]([CH3:38])[CH3:39])[CH:30]=[CH:31][CH:32]=3)[CH:24]=[CH:23][N:22]=2)[CH:13]=[CH:14][C:15]=1[O:16][CH3:17], predict the reactants needed to synthesize it. The reactants are: C(OCC)(=O)C.[ClH:7].[CH3:8][O:9][C:10]1[CH:11]=[C:12]([CH2:18][CH2:19][NH:20][C:21]2[N:26]=[C:25]([C:27]3[CH:28]=[C:29]([NH:33][C:34](=[O:40])[CH2:35][CH2:36][N:37]([CH3:39])[CH3:38])[CH:30]=[CH:31][CH:32]=3)[CH:24]=[CH:23][N:22]=2)[CH:13]=[CH:14][C:15]=1[O:16][CH3:17]. (3) Given the product [Cl:26][C:23]1[CH:22]=[CH:21][C:20]([N:13]2[C:12]([CH:5]([CH:6]3[CH2:11][CH2:10][CH2:9][CH2:8][CH2:7]3)[C:4]([OH:27])=[O:3])=[C:16]3[CH2:17][CH2:18][CH2:19][C:15]3=[N:14]2)=[CH:25][CH:24]=1, predict the reactants needed to synthesize it. The reactants are: C([O:3][C:4](=[O:27])[CH:5]([C:12]1[N:13]([C:20]2[CH:25]=[CH:24][C:23]([Cl:26])=[CH:22][CH:21]=2)[N:14]=[C:15]2[CH2:19][CH2:18][CH2:17][C:16]=12)[CH:6]1[CH2:11][CH2:10][CH2:9][CH2:8][CH2:7]1)C.[OH-].[Na+]. (4) Given the product [Cl:1][C:2]1[CH:7]=[C:6]([C:8]2[N:12]=[C:11]([C:13]3[N:14]=[C:15]4[C:20]([Cl:21])=[CH:19][C:18]([C:22]([F:23])([F:25])[F:24])=[CH:17][N:16]4[CH:26]=3)[O:10][N:9]=2)[C:5]([Cl:27])=[CH:4][C:3]=1[O:28][CH2:32][CH:31]([OH:33])[C:30]([F:35])([F:34])[F:29], predict the reactants needed to synthesize it. The reactants are: [Cl:1][C:2]1[CH:7]=[C:6]([C:8]2[N:12]=[C:11]([C:13]3[N:14]=[C:15]4[C:20]([Cl:21])=[CH:19][C:18]([C:22]([F:25])([F:24])[F:23])=[CH:17][N:16]4[CH:26]=3)[O:10][N:9]=2)[C:5]([Cl:27])=[CH:4][C:3]=1[OH:28].[F:29][C:30]([F:35])([F:34])[CH:31]1[O:33][CH2:32]1.[OH-].[Na+]. (5) The reactants are: Br[C:2]1[CH:7]=[C:6]([Cl:8])[N:5]=[N:4][C:3]=1[NH2:9].[F:10][C:11]1[CH:16]=[CH:15][C:14](B(O)O)=[C:13]([O:20][CH3:21])[CH:12]=1.C(=O)([O-])[O-].[Na+].[Na+].C1(P(C2C=CC=CC=2)C2C=CC=CC=2)C=CC=CC=1.C(=O)(O)[O-].[Na+]. Given the product [Cl:8][C:6]1[N:5]=[N:4][C:3]([NH2:9])=[C:2]([C:14]2[CH:15]=[CH:16][C:11]([F:10])=[CH:12][C:13]=2[O:20][CH3:21])[CH:7]=1, predict the reactants needed to synthesize it.